This data is from Catalyst prediction with 721,799 reactions and 888 catalyst types from USPTO. The task is: Predict which catalyst facilitates the given reaction. (1) Reactant: C(Cl)(=O)C(Cl)=O.CS(C)=O.[F:11][C:12]1[CH:13]=[C:14]([C@:25]([NH:40][C:41]([NH:43][C@@H:44]2[CH2:48][CH2:47][CH2:46][C@H:45]2[OH:49])=[O:42])([C:33]2[CH:38]=[CH:37][C:36]([F:39])=[CH:35][CH:34]=2)[CH2:26][C:27]2[CH:32]=[CH:31][CH:30]=[CH:29][CH:28]=2)[CH:15]=[C:16]([O:18][C:19]([F:24])([F:23])[CH:20]([F:22])[F:21])[CH:17]=1. Product: [F:11][C:12]1[CH:13]=[C:14]([C@:25]([NH:40][C:41]([NH:43][C:44]2[C:45](=[O:49])[CH2:46][CH2:47][CH:48]=2)=[O:42])([C:33]2[CH:38]=[CH:37][C:36]([F:39])=[CH:35][CH:34]=2)[CH2:26][C:27]2[CH:28]=[CH:29][CH:30]=[CH:31][CH:32]=2)[CH:15]=[C:16]([O:18][C:19]([F:23])([F:24])[CH:20]([F:21])[F:22])[CH:17]=1.[F:11][C:12]1[CH:13]=[C:14]([C@:25]([NH:40][C:41]([NH:43][C@@H:44]2[CH2:48][CH2:47][CH2:46][C:45]2=[O:49])=[O:42])([C:33]2[CH:38]=[CH:37][C:36]([F:39])=[CH:35][CH:34]=2)[CH2:26][C:27]2[CH:28]=[CH:29][CH:30]=[CH:31][CH:32]=2)[CH:15]=[C:16]([O:18][C:19]([F:23])([F:24])[CH:20]([F:21])[F:22])[CH:17]=1. The catalyst class is: 2. (2) Reactant: [CH2:1]([O:3][C:4]([C:6]1[C:15]2[C:10](=[CH:11][C:12]([C:17]#[CH:18])=[C:13]([CH3:16])[CH:14]=2)[C:9]([CH3:20])([CH3:19])[CH2:8][CH:7]=1)=[O:5])[CH3:2].[CH3:21][O:22][C:23](=[O:32])[CH2:24][C:25]1[CH:30]=[CH:29][C:28](I)=[CH:27][CH:26]=1.C(N(CC)CC)C.C(OCC)(=O)C. Product: [CH2:1]([O:3][C:4]([C:6]1[C:15]2[C:10](=[CH:11][C:12]([C:17]#[C:18][C:28]3[CH:29]=[CH:30][C:25]([CH2:24][C:23]([O:22][CH3:21])=[O:32])=[CH:26][CH:27]=3)=[C:13]([CH3:16])[CH:14]=2)[C:9]([CH3:19])([CH3:20])[CH2:8][CH:7]=1)=[O:5])[CH3:2]. The catalyst class is: 730. (3) Reactant: NC1C=CC=CC=1[C:4](O)=[O:5].[NH2:11][C:12]1[CH:20]=[CH:19][C:18]([Cl:21])=[CH:17][C:13]=1[C:14]([OH:16])=[O:15].ClC(Cl)(OC(=O)OC(Cl)(Cl)Cl)Cl. Product: [Cl:21][C:18]1[CH:17]=[C:13]2[C:14]([O:16][C:4](=[O:5])[NH:11][C:12]2=[CH:20][CH:19]=1)=[O:15]. The catalyst class is: 1. (4) Reactant: [C:1](=[N:14][C:15]1[CH:22]=[C:21]([CH3:23])[CH:20]=[CH:19][C:16]=1[C:17]#[N:18])([C:8]1[CH:13]=[CH:12][CH:11]=[CH:10][CH:9]=1)[C:2]1[CH:7]=[CH:6][CH:5]=[CH:4][CH:3]=1.[Br:24]N1C(=O)CCC1=O.C(OOC(=O)C1C=CC=CC=1)(=O)C1C=CC=CC=1. Product: [C:1](=[N:14][C:15]1[CH:22]=[C:21]([CH2:23][Br:24])[CH:20]=[CH:19][C:16]=1[C:17]#[N:18])([C:8]1[CH:13]=[CH:12][CH:11]=[CH:10][CH:9]=1)[C:2]1[CH:3]=[CH:4][CH:5]=[CH:6][CH:7]=1. The catalyst class is: 53. (5) Reactant: Br[C:2]1[C:10]2[C:5](=[CH:6][CH:7]=[CH:8][CH:9]=2)[N:4]([CH2:11][C:12]2[CH:17]=[CH:16][C:15]([O:18][CH3:19])=[CH:14][CH:13]=2)[C:3]=1[C:20]([O:22][CH2:23][CH3:24])=[O:21].[C:25]1([O:35][CH2:36][CH2:37][OH:38])[C:34]2[C:29](=[CH:30][CH:31]=[CH:32][CH:33]=2)[CH:28]=[CH:27][CH:26]=1.C1(C2C3C(=CC=CC=3)C=CC=2)C2C(=CC=CC=2)C=CC=1P(C(C)(C)C)C(C)(C)C.C([O-])([O-])=O.[Cs+].[Cs+]. Product: [CH3:19][O:18][C:15]1[CH:16]=[CH:17][C:12]([CH2:11][N:4]2[C:5]3[C:10](=[CH:9][CH:8]=[CH:7][CH:6]=3)[C:2]([O:38][CH2:37][CH2:36][O:35][C:25]3[C:34]4[C:29](=[CH:30][CH:31]=[CH:32][CH:33]=4)[CH:28]=[CH:27][CH:26]=3)=[C:3]2[C:20]([O:22][CH2:23][CH3:24])=[O:21])=[CH:13][CH:14]=1. The catalyst class is: 164.